This data is from Full USPTO retrosynthesis dataset with 1.9M reactions from patents (1976-2016). The task is: Predict the reactants needed to synthesize the given product. (1) Given the product [CH3:1][O:2][C:3](=[O:10])[C:4]1[CH:9]=[CH:8][C:7]([CH2:25][CH2:23][C:14]2[CH:15]=[CH:16][C:17]3[C:22](=[CH:21][CH:20]=[CH:19][CH:18]=3)[N:13]=2)=[CH:6][CH:5]=1, predict the reactants needed to synthesize it. The reactants are: [CH3:1][O:2][C:3](=[O:10])[C:4]1[CH:9]=[CH:8][CH:7]=[CH:6][CH:5]=1.[H-].[Na+].[N:13]1[C:22]2[C:17](=[CH:18][CH:19]=[CH:20][CH:21]=2)[CH:16]=[CH:15][C:14]=1[CH:23]=O.[CH2:25]1COCC1. (2) Given the product [C:9]([NH:12][C:13]1[C:22]([Br:8])=[CH:21][C:20]([C:23]([O:25][CH3:26])=[O:24])=[C:19]2[C:14]=1[CH2:15][CH2:16][CH2:17][O:18]2)(=[O:11])[CH3:10], predict the reactants needed to synthesize it. The reactants are: C1C(=O)N([Br:8])C(=O)C1.[C:9]([NH:12][C:13]1[CH:22]=[CH:21][C:20]([C:23]([O:25][CH3:26])=[O:24])=[C:19]2[C:14]=1[CH2:15][CH2:16][CH2:17][O:18]2)(=[O:11])[CH3:10]. (3) Given the product [N:2]1([CH:11]2[CH2:16][CH2:15][N:14]([C:17]([C:19]3[C:27]4[C:22](=[CH:23][C:24]([Cl:28])=[CH:25][CH:26]=4)[N:21]([CH2:29][CH2:30][N:31]([CH3:33])[CH3:32])[CH:20]=3)=[O:18])[CH2:13][CH2:12]2)[C:6]2[CH:7]=[CH:8][CH:9]=[CH:10][C:5]=2[N:4]=[N:3]1.[N:2]1([CH:11]2[CH2:16][CH2:15][N:14]([C:17]([C:19]3[C:27]4[CH:26]=[CH:25][C:24]([Cl:28])=[CH:23][C:22]=4[N:21]4[CH2:29][CH2:30][N:31]([CH3:42])[CH2:32][C:20]=34)=[O:18])[CH2:13][CH2:12]2)[C:6]2[CH:7]=[CH:8][CH:9]=[CH:10][C:5]=2[N:4]=[N:3]1, predict the reactants needed to synthesize it. The reactants are: Cl.[N:2]1([CH:11]2[CH2:16][CH2:15][N:14]([C:17]([C:19]3[C:27]4[C:22](=[CH:23][C:24]([Cl:28])=[CH:25][CH:26]=4)[N:21]([CH2:29][CH2:30][NH:31][CH3:32])[CH:20]=3)=[O:18])[CH2:13][CH2:12]2)[C:6]2[CH:7]=[CH:8][CH:9]=[CH:10][C:5]=2[N:4]=[N:3]1.[CH2:33](N(CC)CC)C.C=O.[C:42]([BH3-])#N.[Na+]. (4) Given the product [CH:14]([C:11]1[NH:10][CH:9]=[C:8]([C:6]([OH:7])=[O:5])[C:12]=1[CH3:13])=[O:15], predict the reactants needed to synthesize it. The reactants are: [OH-].[K+].C([O:5][C:6]([C:8]1[C:12]([CH3:13])=[C:11]([CH:14]=[O:15])[NH:10][CH:9]=1)=[O:7])C. (5) Given the product [CH2:1]([O:3][C:4](=[O:22])[CH2:5][C:6]1([C:15]2[CH:20]=[CH:19][C:18]([NH:21][C:43](=[O:44])[CH2:42][C:27]3[CH:28]=[CH:29][C:30]([NH:31][C:32]([NH:34][C:35]4[CH:40]=[CH:39][CH:38]=[CH:37][C:36]=4[CH3:41])=[O:33])=[C:25]([O:24][CH3:23])[CH:26]=3)=[CH:17][CH:16]=2)[CH2:7][C:8]2[C:13](=[CH:12][CH:11]=[CH:10][CH:9]=2)[CH2:14]1)[CH3:2], predict the reactants needed to synthesize it. The reactants are: [CH2:1]([O:3][C:4](=[O:22])[CH2:5][C:6]1([C:15]2[CH:20]=[CH:19][C:18]([NH2:21])=[CH:17][CH:16]=2)[CH2:14][C:13]2[C:8](=[CH:9][CH:10]=[CH:11][CH:12]=2)[CH2:7]1)[CH3:2].[CH3:23][O:24][C:25]1[CH:26]=[C:27]([CH2:42][C:43](O)=[O:44])[CH:28]=[CH:29][C:30]=1[NH:31][C:32]([NH:34][C:35]1[CH:40]=[CH:39][CH:38]=[CH:37][C:36]=1[CH3:41])=[O:33].C(N(C(C)C)CC)(C)C.F[P-](F)(F)(F)(F)F.N1(OC(N(C)C)=[N+](C)C)C2N=CC=CC=2N=N1. (6) Given the product [CH3:9][S:10]([O:8][C@@H:3]1[CH2:4][CH2:5][CH2:6][CH2:7][C@H:2]1[CH3:1])(=[O:12])=[O:11], predict the reactants needed to synthesize it. The reactants are: [CH3:1][C@@H:2]1[CH2:7][CH2:6][CH2:5][CH2:4][C@H:3]1[OH:8].[CH3:9][S:10](Cl)(=[O:12])=[O:11].O.